The task is: Predict which catalyst facilitates the given reaction.. This data is from Catalyst prediction with 721,799 reactions and 888 catalyst types from USPTO. The catalyst class is: 24. Reactant: [F:1][C:2]1[CH:7]=[C:6]([F:8])[CH:5]=[CH:4][C:3]=1[C:9]1[N:10]=[C:11]2[C:16]([CH3:17])=[N:15][CH:14]=[CH:13][N:12]2[C:18]=1[C:19]1[CH:24]=[CH:23][N:22]=[C:21](SC)[N:20]=1.O[O:28][S:29]([O-:31])=O.[K+].[CH2:33](Cl)Cl. Product: [F:1][C:2]1[CH:7]=[C:6]([F:8])[CH:5]=[CH:4][C:3]=1[C:9]1[N:10]=[C:11]2[C:16]([CH3:17])=[N:15][CH:14]=[CH:13][N:12]2[C:18]=1[C:19]1[CH:24]=[CH:23][N:22]=[C:21]([S:29]([CH3:33])(=[O:31])=[O:28])[N:20]=1.